From a dataset of Peptide-MHC class I binding affinity with 185,985 pairs from IEDB/IMGT. Regression. Given a peptide amino acid sequence and an MHC pseudo amino acid sequence, predict their binding affinity value. This is MHC class I binding data. (1) The peptide sequence is RPALVFDITK. The MHC is HLA-A02:03 with pseudo-sequence HLA-A02:03. The binding affinity (normalized) is 0. (2) The peptide sequence is FPVRPQVPL. The MHC is HLA-B27:05 with pseudo-sequence HLA-B27:05. The binding affinity (normalized) is 0.